Task: Regression/Classification. Given a drug SMILES string, predict its absorption, distribution, metabolism, or excretion properties. Task type varies by dataset: regression for continuous measurements (e.g., permeability, clearance, half-life) or binary classification for categorical outcomes (e.g., BBB penetration, CYP inhibition). Dataset: cyp2d6_veith.. Dataset: CYP2D6 inhibition data for predicting drug metabolism from PubChem BioAssay (1) The drug is Nc1ccc(-c2nc3c(Cl)c(N)ccc3[nH]2)cc1. The result is 0 (non-inhibitor). (2) The result is 0 (non-inhibitor). The drug is CN(C)c1ccc(O)c2c1C[C@H]1C[C@H]3[C@@H](N(C)C)C(=O)C(C(N)=O)=C(O)[C@]3(O)C(=O)C1=C2O.